The task is: Predict the product of the given reaction.. This data is from Forward reaction prediction with 1.9M reactions from USPTO patents (1976-2016). (1) Given the reactants [CH2:1]([C:8]1[CH:12]=[C:11]([C:13]([O:15][CH2:16][CH3:17])=[O:14])[NH:10][N:9]=1)[C:2]1[CH:7]=[CH:6][CH:5]=[CH:4][CH:3]=1.[C:18]1(B(O)O)[CH:23]=[CH:22][CH:21]=[CH:20][CH:19]=1, predict the reaction product. The product is: [CH2:1]([C:8]1[CH:12]=[C:11]([C:13]([O:15][CH2:16][CH3:17])=[O:14])[N:10]([C:18]2[CH:23]=[CH:22][CH:21]=[CH:20][CH:19]=2)[N:9]=1)[C:2]1[CH:3]=[CH:4][CH:5]=[CH:6][CH:7]=1. (2) Given the reactants [OH:1][CH2:2][C:3]1[C:12]2([CH2:15][CH2:14][CH2:13]2)[O:11][C:10]2[C:5](=[C:6]([CH3:19])[C:7]([OH:18])=[C:8]([CH3:17])[C:9]=2[CH3:16])[CH:4]=1.[H][H], predict the reaction product. The product is: [OH:1][CH2:2][CH:3]1[C:12]2([CH2:15][CH2:14][CH2:13]2)[O:11][C:10]2[C:5](=[C:6]([CH3:19])[C:7]([OH:18])=[C:8]([CH3:17])[C:9]=2[CH3:16])[CH2:4]1. (3) The product is: [NH2:21][CH:18]1[CH2:19][CH2:20][N:15]([CH2:14][CH:12]2[C:11]3=[C:10]4[C:5](=[CH:4][CH:3]=[C:2]3[F:1])[CH:6]=[CH:7][C:8](=[O:29])[N:9]4[CH2:13]2)[CH2:16][CH2:17]1. Given the reactants [F:1][C:2]1[C:11]2[CH:12]([CH2:14][N:15]3[CH2:20][CH2:19][CH:18]([NH:21]C(=O)OC(C)(C)C)[CH2:17][CH2:16]3)[CH2:13][N:9]3[C:10]=2[C:5]([CH:6]=[CH:7][C:8]3=[O:29])=[CH:4][CH:3]=1, predict the reaction product. (4) Given the reactants [C:1]([C:5]1[NH:6][C:7]2[C:12]([CH:13]=1)=[CH:11][C:10]([NH2:14])=[CH:9][CH:8]=2)([CH3:4])([CH3:3])[CH3:2].[CH3:15][O:16][C:17]1[CH:22]=[CH:21][C:20]([C:23]2([C:26](O)=[O:27])[CH2:25][CH2:24]2)=[CH:19][CH:18]=1.C(N(CC)CC)C.F[P-](F)(F)(F)(F)F.C[N+](C)=C(N(C)C)O, predict the reaction product. The product is: [C:1]([C:5]1[NH:6][C:7]2[C:12]([CH:13]=1)=[CH:11][C:10]([NH:14][C:26]([C:23]1([C:20]3[CH:19]=[CH:18][C:17]([O:16][CH3:15])=[CH:22][CH:21]=3)[CH2:25][CH2:24]1)=[O:27])=[CH:9][CH:8]=2)([CH3:4])([CH3:2])[CH3:3]. (5) Given the reactants CC([Si](C)(C)[O:6][CH2:7][CH2:8][C:9]1[CH:14]=[CH:13][C:12]([O:15][CH:16]2[CH2:21][CH2:20][N:19](C(OC(C)(C)C)=O)[CH2:18][CH2:17]2)=[CH:11][CH:10]=1)(C)C.[C:31]([OH:37])([C:33]([F:36])([F:35])[F:34])=[O:32], predict the reaction product. The product is: [F:34][C:33]([F:36])([F:35])[C:31]([OH:37])=[O:32].[F:34][C:33]([F:36])([F:35])[C:31]([O:6][CH2:7][CH2:8][C:9]1[CH:10]=[CH:11][C:12]([O:15][CH:16]2[CH2:17][CH2:18][NH:19][CH2:20][CH2:21]2)=[CH:13][CH:14]=1)=[O:32]. (6) Given the reactants [NH:1]1[C:10]2[C:5](=[CH:6][CH:7]=[CH:8][CH:9]=2)[C:4](=[O:11])[NH:3][C:2]1=[O:12].[CH3:13][Si:14]([CH3:21])([CH3:20])N[Si:14]([CH3:21])([CH3:20])[CH3:13].S(=O)(=O)(O)O, predict the reaction product. The product is: [CH3:13][Si:14]([CH3:21])([CH3:20])[O:12][C:2]1[N:3]=[C:4]([O:11][Si:14]([CH3:21])([CH3:20])[CH3:13])[C:5]2[C:10](=[CH:9][CH:8]=[CH:7][CH:6]=2)[N:1]=1.